From a dataset of Forward reaction prediction with 1.9M reactions from USPTO patents (1976-2016). Predict the product of the given reaction. (1) Given the reactants [F:1][C:2]([F:38])([F:37])[C:3]1[CH:4]=[C:5]([CH:34]=[CH:35][CH:36]=1)[C:6]([NH:8][CH2:9][C:10]([NH:12][C@@H:13]1[CH2:17][CH2:16][N:15]([CH:18]2[CH2:24][CH2:23][CH2:22][N:21]([C:25]3[CH:33]=[CH:32][C:28]([C:29]([OH:31])=O)=[CH:27][CH:26]=3)[CH2:20][CH2:19]2)[CH2:14]1)=[O:11])=[O:7].CN(C(ON1N=N[C:49]2C=[CH:51][CH:52]=[N:53][C:48]1=2)=[N+](C)C)C.F[P-](F)(F)(F)(F)F.C(N(CC)C(C)C)(C)C.[OH:72]N1C2C=CC=CC=2N=N1.N1CCOCC1.C([O-])(O)=O.[Na+], predict the reaction product. The product is: [N:53]1([C:29]([C:28]2[CH:32]=[CH:33][C:25]([N:21]3[CH2:22][CH2:23][CH2:24][CH:18]([N:15]4[CH2:16][CH2:17][C@@H:13]([NH:12][C:10](=[O:11])[CH2:9][NH:8][C:6](=[O:7])[C:5]5[CH:34]=[CH:35][CH:36]=[C:3]([C:2]([F:37])([F:38])[F:1])[CH:4]=5)[CH2:14]4)[CH2:19][CH2:20]3)=[CH:26][CH:27]=2)=[O:31])[CH2:48][CH2:49][O:72][CH2:51][CH2:52]1. (2) Given the reactants C1(C)C=CC(S([O-])(=O)=O)=CC=1.[CH3:12][N+:13]1[C:17]2[CH2:18][CH2:19][CH2:20][CH2:21][C:16]=2[S:15][C:14]=1SC.[CH2:24]([NH:26][C:27]1[CH:34]=[CH:33][C:30]([C:31]#[N:32])=[CH:29][C:28]=1[N:35]=[C:36]1[N:40]([CH2:41][C:42]2[CH:43]=[N:44][CH:45]=[CH:46][CH:47]=2)[C:39](=[O:48])[CH2:38][S:37]1)[CH3:25], predict the reaction product. The product is: [CH2:24]([NH:26][C:27]1[CH:34]=[CH:33][C:30]([C:31]#[N:32])=[CH:29][C:28]=1[N:35]=[C:36]1[N:40]([CH2:41][C:42]2[CH:43]=[N:44][CH:45]=[CH:46][CH:47]=2)[C:39](=[O:48])[C:38](=[C:14]2[N:13]([CH3:12])[C:17]3[CH2:18][CH2:19][CH2:20][CH2:21][C:16]=3[S:15]2)[S:37]1)[CH3:25]. (3) Given the reactants [CH3:1][N:2]([CH2:10][CH2:11][CH:12]1[CH2:17][CH2:16][N:15](C(OC(C)(C)C)=O)[CH2:14][CH2:13]1)[C:3]([C:5]1[N:6]=[N:7][NH:8][CH:9]=1)=[O:4].Cl.O1CCOCC1, predict the reaction product. The product is: [CH3:1][N:2]([CH2:10][CH2:11][CH:12]1[CH2:13][CH2:14][NH:15][CH2:16][CH2:17]1)[C:3]([C:5]1[N:6]=[N:7][NH:8][CH:9]=1)=[O:4]. (4) Given the reactants [NH2-].[Li+].[CH3:3][O:4][C:5]([CH3:11])([O:7][CH2:8][C:9]#[CH:10])[CH3:6].Br[CH2:13][CH3:14], predict the reaction product. The product is: [CH3:3][O:4][C:5]([CH3:11])([O:7][CH2:8][C:9]#[C:10][CH2:13][CH3:14])[CH3:6]. (5) The product is: [NH2:1][C:2]1[C:10]([Cl:11])=[CH:9][C:5]([C:6]([NH:37][C@@H:38]2[CH2:43][CH2:42][N:41]([C:44]([O:46][C:47]([CH3:49])([CH3:48])[CH3:50])=[O:45])[CH2:40][C@H:39]2[F:51])=[O:8])=[C:4]([O:12][CH3:13])[CH:3]=1. Given the reactants [NH2:1][C:2]1[C:10]([Cl:11])=[CH:9][C:5]([C:6]([OH:8])=O)=[C:4]([O:12][CH3:13])[CH:3]=1.C(N(CC)CC)C.ClC(OCC)=O.OC1C2N=NNC=2C=CC=1.[NH2:37][C@@H:38]1[CH2:43][CH2:42][N:41]([C:44]([O:46][C:47]([CH3:50])([CH3:49])[CH3:48])=[O:45])[CH2:40][C@H:39]1[F:51], predict the reaction product. (6) Given the reactants [CH3:1][O:2][C:3]1[CH:11]=[CH:10][C:6]([C:7]([OH:9])=O)=[CH:5][N:4]=1.C(Cl)(=O)C(Cl)=O.[F:18][CH2:19][C:20]#[N:21].[Li+].C[Si]([N-][Si](C)(C)C)(C)C.C(OCC)C, predict the reaction product. The product is: [F:18][CH:19]([C:7]([C:6]1[CH:5]=[N:4][C:3]([O:2][CH3:1])=[CH:11][CH:10]=1)=[O:9])[C:20]#[N:21].